From a dataset of Peptide-MHC class I binding affinity with 185,985 pairs from IEDB/IMGT. Regression. Given a peptide amino acid sequence and an MHC pseudo amino acid sequence, predict their binding affinity value. This is MHC class I binding data. The peptide sequence is TVVIGTSKFY. The binding affinity (normalized) is 0.381. The MHC is HLA-A11:01 with pseudo-sequence HLA-A11:01.